This data is from Catalyst prediction with 721,799 reactions and 888 catalyst types from USPTO. The task is: Predict which catalyst facilitates the given reaction. (1) Reactant: Cl[CH2:2][C:3]1[CH:12]=[CH:11][CH:10]=[C:9]2[C:4]=1[CH:5]=[CH:6][C:7]([NH:13][CH2:14][C:15]1[O:16][C:17]([CH3:20])=[CH:18][CH:19]=1)=[N:8]2.[Na+].[Cl:22][C:23]1[CH:28]=[CH:27][C:26]([S:29]([O-:31])=[O:30])=[CH:25][CH:24]=1.O. Product: [Cl:22][C:23]1[CH:28]=[CH:27][C:26]([S:29]([CH2:2][C:3]2[CH:12]=[CH:11][CH:10]=[C:9]3[C:4]=2[CH:5]=[CH:6][C:7]([NH:13][CH2:14][C:15]2[O:16][C:17]([CH3:20])=[CH:18][CH:19]=2)=[N:8]3)(=[O:31])=[O:30])=[CH:25][CH:24]=1. The catalyst class is: 9. (2) Reactant: CCN(C(C)C)C(C)C.[C:10]([C:12]1[N:17]=[N:16][C:15]([N:18]([CH2:26][C:27]2([C:31]3[C:36]([F:37])=[CH:35][CH:34]=[CH:33][N:32]=3)[CH2:30][CH2:29][CH2:28]2)[C:19](=[O:25])[O:20][C:21]([CH3:24])([CH3:23])[CH3:22])=[CH:14][CH:13]=1)#[N:11].[SH2:38]. Product: [C:10]([C:12]1[N:17]=[N:16][C:15]([N:18]([CH2:26][C:27]2([C:31]3[C:36]([F:37])=[CH:35][CH:34]=[CH:33][N:32]=3)[CH2:30][CH2:29][CH2:28]2)[C:19](=[O:25])[O:20][C:21]([CH3:24])([CH3:23])[CH3:22])=[CH:14][CH:13]=1)(=[S:38])[NH2:11]. The catalyst class is: 37. (3) Reactant: [CH3:1][S:2]([OH:4])=[O:3].[Na].Cl[C:7]1[N:8]=[N:9][C:10]([C:13]2[CH:18]=[CH:17][C:16]([C:19]([CH3:37])([C:23]3[CH:28]=[CH:27][C:26]([O:29][CH2:30][C:31]4[CH:36]=[CH:35][CH:34]=[CH:33][N:32]=4)=[CH:25][CH:24]=3)[CH:20]([CH3:22])[CH3:21])=[CH:15][CH:14]=2)=[CH:11][CH:12]=1.C(=O)([O-])[O-].[Na+].[Na+]. Product: [CH3:37][C:19]([C:16]1[CH:17]=[CH:18][C:13]([C:10]2[N:9]=[N:8][C:7]([S:2]([CH3:1])(=[O:4])=[O:3])=[CH:12][CH:11]=2)=[CH:14][CH:15]=1)([C:23]1[CH:28]=[CH:27][C:26]([O:29][CH2:30][C:31]2[CH:36]=[CH:35][CH:34]=[CH:33][N:32]=2)=[CH:25][CH:24]=1)[CH:20]([CH3:22])[CH3:21]. The catalyst class is: 3. (4) Reactant: [Cl:1][C:2]1[N:10]=[C:9]2[C:5]([N:6]=[CH:7][N:8]2[CH:11]2[CH2:15][CH2:14][CH2:13][CH2:12]2)=[C:4](Cl)[N:3]=1.C([C:21]1[CH:26]=[CH:25][C:24]([NH2:27])=[CH:23][CH:22]=1)CCC. Product: [Cl:1][C:2]1[N:10]=[C:9]2[C:5]([N:6]=[CH:7][N:8]2[CH:11]2[CH2:15][CH2:14][CH2:13][CH2:12]2)=[C:4]([N:27]([CH:12]([CH3:13])[CH2:11][CH2:15][CH3:14])[C:24]2[CH:23]=[CH:22][CH:21]=[CH:26][CH:25]=2)[N:3]=1. The catalyst class is: 66. (5) Reactant: [CH2:1]([NH:3][C:4](=[O:43])[NH:5][C:6]1[N:11]=[CH:10][C:9]([C:12]2[CH:13]=[C:14]3[C:19](=[CH:20][CH:21]=2)[N:18]([CH2:22][CH:23]2[CH2:27][CH2:26][NH:25][CH2:24]2)[CH:17]=[C:16]([C:28]([O:30][CH2:31][CH3:32])=[O:29])[C:15]3=[O:33])=[C:8]([C:34]2[S:35][CH:36]=[C:37]([C:39]([F:42])([F:41])[F:40])[N:38]=2)[CH:7]=1)[CH3:2].Cl.O.[N:46]1([CH2:52][CH:53]=O)[CH2:51][CH2:50][O:49][CH2:48][CH2:47]1.C([BH3-])#N. Product: [CH2:1]([NH:3][C:4](=[O:43])[NH:5][C:6]1[N:11]=[CH:10][C:9]([C:12]2[CH:13]=[C:14]3[C:19](=[CH:20][CH:21]=2)[N:18]([CH2:22][CH:23]2[CH2:27][CH2:26][N:25]([CH2:53][CH2:52][N:46]4[CH2:51][CH2:50][O:49][CH2:48][CH2:47]4)[CH2:24]2)[CH:17]=[C:16]([C:28]([O:30][CH2:31][CH3:32])=[O:29])[C:15]3=[O:33])=[C:8]([C:34]2[S:35][CH:36]=[C:37]([C:39]([F:42])([F:41])[F:40])[N:38]=2)[CH:7]=1)[CH3:2]. The catalyst class is: 5. (6) Reactant: Cl.[NH2:2][C@H:3]1[CH2:6][C@H:5]([C:7]([O:9][CH3:10])=[O:8])[CH2:4]1.[C:11](O[C:11]([O:13][C:14]([CH3:17])([CH3:16])[CH3:15])=[O:12])([O:13][C:14]([CH3:17])([CH3:16])[CH3:15])=[O:12].CCN(CC)CC. Product: [C:14]([O:13][C:11]([NH:2][C@H:3]1[CH2:6][C@H:5]([C:7]([O:9][CH3:10])=[O:8])[CH2:4]1)=[O:12])([CH3:17])([CH3:16])[CH3:15]. The catalyst class is: 2.